Dataset: hERG potassium channel inhibition data for cardiac toxicity prediction from Karim et al.. Task: Regression/Classification. Given a drug SMILES string, predict its toxicity properties. Task type varies by dataset: regression for continuous values (e.g., LD50, hERG inhibition percentage) or binary classification for toxic/non-toxic outcomes (e.g., AMES mutagenicity, cardiotoxicity, hepatotoxicity). Dataset: herg_karim. The compound is CN(C)[C@H]1CC[C@H](c2ccc(OCCCN3CCCCC3)cc2)CC1. The result is 1 (blocker).